Dataset: Forward reaction prediction with 1.9M reactions from USPTO patents (1976-2016). Task: Predict the product of the given reaction. (1) Given the reactants [Cl:1][C:2]1[O:6][C:5]([C:7](OC)=[O:8])=[CH:4][C:3]=1[CH2:11][C:12]1[CH:17]=[CH:16][CH:15]=[C:14]([Cl:18])[CH:13]=1.CC(C[AlH]CC(C)C)C.[C@H](O)(C([O-])=O)[C@@H](O)C([O-])=O.[Na+].[K+].CCOC(C)=O, predict the reaction product. The product is: [Cl:1][C:2]1[O:6][C:5]([CH2:7][OH:8])=[CH:4][C:3]=1[CH2:11][C:12]1[CH:17]=[CH:16][CH:15]=[C:14]([Cl:18])[CH:13]=1. (2) Given the reactants [Cl:1][C:2]1[CH:7]=[CH:6][C:5]([S:8]([N:11]2[CH2:16][CH2:15][CH2:14][C@@H:13]([NH:17][C:18]3[N:23]=[C:22]([C:24]4[N:31]5[C:27]([S:28][CH:29]=[CH:30]5)=[N:26][C:25]=4[C:32]4[CH:33]=[C:34]([CH:37]=[CH:38][CH:39]=4)[CH:35]=O)[CH:21]=[CH:20][N:19]=3)[CH2:12]2)(=[O:10])=[O:9])=[CH:4][CH:3]=1.Cl.[NH2:41][OH:42].C(O)(=O)C, predict the reaction product. The product is: [Cl:1][C:2]1[CH:7]=[CH:6][C:5]([S:8]([N:11]2[CH2:16][CH2:15][CH2:14][C@@H:13]([NH:17][C:18]3[N:23]=[C:22]([C:24]4[N:31]5[C:27]([S:28][CH:29]=[CH:30]5)=[N:26][C:25]=4[C:32]4[CH:33]=[C:34]([CH:37]=[CH:38][CH:39]=4)[CH:35]=[N:41][OH:42])[CH:21]=[CH:20][N:19]=3)[CH2:12]2)(=[O:10])=[O:9])=[CH:4][CH:3]=1. (3) Given the reactants Cl.[F:2][C:3]([F:30])([F:29])[C:4]1[CH:5]=[C:6]([C@H:14]([O:16][C@H:17]2[CH2:22][CH2:21][NH:20][CH2:19][C@H:18]2[C:23]2[CH:28]=[CH:27][CH:26]=[CH:25][CH:24]=2)[CH3:15])[CH:7]=[C:8]([C:10]([F:13])([F:12])[F:11])[CH:9]=1.CCN(C(C)C)C(C)C.[Cl:40][CH2:41][C:42](Cl)=[O:43].[I-].[Na+].[C:47]([N:50]1[CH2:55][CH2:54][NH:53][CH2:52][CH2:51]1)(=[O:49])[CH3:48], predict the reaction product. The product is: [ClH:40].[C:47]([N:50]1[CH2:55][CH2:54][N:53]([CH2:41][C:42]([N:20]2[CH2:21][CH2:22][C@H:17]([O:16][C@@H:14]([C:6]3[CH:5]=[C:4]([C:3]([F:29])([F:2])[F:30])[CH:9]=[C:8]([C:10]([F:13])([F:11])[F:12])[CH:7]=3)[CH3:15])[C@H:18]([C:23]3[CH:28]=[CH:27][CH:26]=[CH:25][CH:24]=3)[CH2:19]2)=[O:43])[CH2:52][CH2:51]1)(=[O:49])[CH3:48]. (4) The product is: [Cl:13][C:14]1[CH:28]=[CH:27][C:17]([C:18]2[CH:19]=[CH:20][C:21]([CH2:25][CH3:26])=[C:22]([CH:30]3[C:29](=[O:41])[CH:37]4[CH:32]([CH:33]5[CH2:39][CH2:38][CH:36]4[CH2:35][CH2:34]5)[C:31]3=[O:40])[CH:23]=2)=[CH:16][CH:15]=1. Given the reactants C([O-])(=O)C.C([O-])(=O)C.C([O-])(=O)C.[Cl:13][C:14]1[CH:28]=[CH:27][C:17]([C:18]2[CH:19]=[CH:20][C:21]([CH2:25][CH3:26])=[C:22]([Pb+3])[CH:23]=2)=[CH:16][CH:15]=1.[C:29]1(=[O:41])[CH:37]2[CH:32]([CH:33]3[CH2:39][CH2:38][CH:36]2[CH2:35][CH2:34]3)[C:31](=[O:40])[CH2:30]1.P([O-])([O-])([O-])=O.[K+].[K+].[K+], predict the reaction product. (5) The product is: [Cl:8][C:6]1[C:5]([C:9]#[N:10])=[C:4]([NH:11][C:12]2[CH:17]=[CH:16][CH:15]=[CH:14][C:13]=2[S:18]([CH:21]([CH3:23])[CH3:22])(=[O:20])=[O:19])[N:3]=[C:2]([NH:30][C:29]2[CH:31]=[C:32]([CH3:42])[C:33]([CH:35]3[CH2:40][CH2:39][N:38]([CH3:41])[CH2:37][CH2:36]3)=[CH:34][C:28]=2[O:27][CH:24]([CH3:26])[CH3:25])[N:7]=1. Given the reactants Cl[C:2]1[N:7]=[C:6]([Cl:8])[C:5]([C:9]#[N:10])=[C:4]([NH:11][C:12]2[CH:17]=[CH:16][CH:15]=[CH:14][C:13]=2[S:18]([CH:21]([CH3:23])[CH3:22])(=[O:20])=[O:19])[N:3]=1.[CH:24]([O:27][C:28]1[CH:34]=[C:33]([CH:35]2[CH2:40][CH2:39][N:38]([CH3:41])[CH2:37][CH2:36]2)[C:32]([CH3:42])=[CH:31][C:29]=1[NH2:30])([CH3:26])[CH3:25].CC1C=CC(S(O)(=O)=O)=CC=1, predict the reaction product. (6) Given the reactants [H-].[Na+].[CH2:3]([N:10]([C:23]([O:25][C:26]([CH3:29])([CH3:28])[CH3:27])=[O:24])[CH:11]1[CH2:17][CH2:16][CH2:15][C:14]2[CH:18]=[CH:19][C:20]([OH:22])=[CH:21][C:13]=2[CH2:12]1)[C:4]1[CH:9]=[CH:8][CH:7]=[CH:6][CH:5]=1.Br[CH2:31][C:32]([O:34][CH2:35][CH3:36])=[O:33].C(=O)([O-])O.[Na+], predict the reaction product. The product is: [CH2:35]([O:34][C:32](=[O:33])[CH2:31][O:22][C:20]1[CH:19]=[CH:18][C:14]2[CH2:15][CH2:16][CH2:17][CH:11]([N:10]([CH2:3][C:4]3[CH:5]=[CH:6][CH:7]=[CH:8][CH:9]=3)[C:23]([O:25][C:26]([CH3:29])([CH3:28])[CH3:27])=[O:24])[CH2:12][C:13]=2[CH:21]=1)[CH3:36]. (7) Given the reactants [C:1]([O:5][C:6]([N:8]1[CH2:13][CH2:12][CH:11]([C:14]2[NH:15][CH:16]=[C:17]([C:19]3[CH:24]=[CH:23][C:22]([F:25])=[C:21]([C:26]([F:29])([F:28])[F:27])[CH:20]=3)[N:18]=2)[CH2:10][CH2:9]1)=[O:7])([CH3:4])([CH3:3])[CH3:2].CS(C)=O.[OH-].[K+].Cl.Cl[CH2:38][CH2:39][N:40]([CH3:42])[CH3:41], predict the reaction product. The product is: [C:1]([O:5][C:6]([N:8]1[CH2:13][CH2:12][CH:11]([C:14]2[N:15]([CH2:38][CH2:39][N:40]([CH3:42])[CH3:41])[CH:16]=[C:17]([C:19]3[CH:24]=[CH:23][C:22]([F:25])=[C:21]([C:26]([F:27])([F:28])[F:29])[CH:20]=3)[N:18]=2)[CH2:10][CH2:9]1)=[O:7])([CH3:4])([CH3:2])[CH3:3]. (8) Given the reactants [N+:1]([C:4]1[CH:14]=[CH:13][CH:12]=[C:6]2[C:7]([O:9][C:10](=[O:11])[C:5]=12)=O)([O-:3])=[O:2].[NH2:15][C:16]1[CH:24]=[CH:23][C:19]([C:20]([OH:22])=[O:21])=[CH:18][CH:17]=1, predict the reaction product. The product is: [N+:1]([C:4]1[CH:14]=[CH:13][CH:12]=[C:6]2[C:7]([N:15]([C:16]3[CH:24]=[CH:23][C:19]([C:20]([OH:22])=[O:21])=[CH:18][CH:17]=3)[C:10](=[O:11])[C:5]=12)=[O:9])([O-:3])=[O:2]. (9) Given the reactants C(OC([N:8]1[C@H:12]([C:13](=[O:44])[NH:14][C@:15]2([C:20]([NH:22][S:23]([C:26]3[CH:31]=[CH:30][CH:29]=[CH:28][C:27]=3[NH:32][CH2:33][CH2:34][O:35][CH2:36][CH2:37][CH2:38][O:39][CH2:40][C:41]([OH:43])=[O:42])(=[O:25])=[O:24])=[O:21])[CH2:17][C@H:16]2[CH:18]=[CH2:19])[CH2:11][C@@H:10]([O:45][C:46]([N:48]2[CH2:56][C:55]3[C:50](=[CH:51][CH:52]=[CH:53][C:54]=3[F:57])[CH2:49]2)=[O:47])[CH2:9]1)=O)(C)(C)C.C(O)(C(F)(F)F)=O, predict the reaction product. The product is: [C:41]([CH2:40][O:39][CH2:38][CH2:37][CH2:36][O:35][CH2:34][CH2:33][NH:32][C:27]1[CH:28]=[CH:29][CH:30]=[CH:31][C:26]=1[S:23]([NH:22][C:20]([C@@:15]1([NH:14][C:13]([C@H:12]2[NH:8][CH2:9][C@H:10]([O:45][C:46]([N:48]3[CH2:56][C:55]4[C:50](=[CH:51][CH:52]=[CH:53][C:54]=4[F:57])[CH2:49]3)=[O:47])[CH2:11]2)=[O:44])[CH2:17][C@H:16]1[CH:18]=[CH2:19])=[O:21])(=[O:24])=[O:25])([OH:43])=[O:42].